From a dataset of Forward reaction prediction with 1.9M reactions from USPTO patents (1976-2016). Predict the product of the given reaction. (1) Given the reactants [C:1]([O:5][C:6](=[O:20])[NH:7][C@H:8]1[CH2:13][CH2:12][C@H:11]([CH:14]=[CH:15][S:16]([CH3:19])(=[O:18])=[O:17])[CH2:10][CH2:9]1)([CH3:4])([CH3:3])[CH3:2].C([O-])=O.[NH4+], predict the reaction product. The product is: [C:1]([O:5][C:6](=[O:20])[NH:7][C@H:8]1[CH2:13][CH2:12][C@H:11]([CH2:14][CH2:15][S:16]([CH3:19])(=[O:17])=[O:18])[CH2:10][CH2:9]1)([CH3:3])([CH3:4])[CH3:2]. (2) The product is: [Cl:1][C:2]1[CH:3]=[CH:4][C:5]([O:29][CH:30]([F:32])[F:31])=[C:6]([C:8]2[C:12]([NH:13][C:14]([C:16]3[CH:17]=[N:18][N:19]4[CH:24]=[CH:23][CH:22]=[N:21][C:20]=34)=[O:15])=[CH:11][N:10]([CH2:25][C:26]([N:41]3[CH2:40][CH2:39][N:38]([CH2:37][C:36](=[O:44])[NH:35][CH3:34])[CH2:43][CH2:42]3)=[O:27])[N:9]=2)[CH:7]=1. Given the reactants [Cl:1][C:2]1[CH:3]=[CH:4][C:5]([O:29][CH:30]([F:32])[F:31])=[C:6]([C:8]2[C:12]([NH:13][C:14]([C:16]3[CH:17]=[N:18][N:19]4[CH:24]=[CH:23][CH:22]=[N:21][C:20]=34)=[O:15])=[CH:11][N:10]([CH2:25][C:26](O)=[O:27])[N:9]=2)[CH:7]=1.Cl.[CH3:34][NH:35][C:36](=[O:44])[CH2:37][N:38]1[CH2:43][CH2:42][NH:41][CH2:40][CH2:39]1.CN(C(ON1N=NC2C=CC=NC1=2)=[N+](C)C)C.F[P-](F)(F)(F)(F)F.CCN(C(C)C)C(C)C, predict the reaction product.